Dataset: Reaction yield outcomes from USPTO patents with 853,638 reactions. Task: Predict the reaction yield, written as a fraction of the theoretical maximum amount of product (1.0 means a 100% yield; for example, 0.34 means a 34% yield). (1) The reactants are C[O:2][C:3](=[O:30])[CH2:4][CH2:5][CH2:6][CH2:7][CH2:8][CH2:9][CH2:10][CH2:11][CH2:12][CH2:13][CH2:14][CH2:15][CH2:16][CH2:17][CH2:18][CH:19]([C:25]1[NH:29][N:28]=[N:27][N:26]=1)[C:20]1[NH:24][N:23]=[N:22][N:21]=1.[OH-].[Na+]. The catalyst is CO.O.Cl. The product is [NH:26]1[C:25]([CH:19]([C:20]2[NH:21][N:22]=[N:23][N:24]=2)[CH2:18][CH2:17][CH2:16][CH2:15][CH2:14][CH2:13][CH2:12][CH2:11][CH2:10][CH2:9][CH2:8][CH2:7][CH2:6][CH2:5][CH2:4][C:3]([OH:30])=[O:2])=[N:29][N:28]=[N:27]1. The yield is 0.320. (2) The reactants are Br[C:2]1[CH:7]=[CH:6][C:5]([CH:8]([C:19]2[CH:24]=[CH:23][CH:22]=[CH:21][C:20]=2[CH3:25])[CH2:9][C:10]([C:12]2[CH:17]=[CH:16][N:15]=[C:14]([CH3:18])[CH:13]=2)=[O:11])=[CH:4][CH:3]=1.[CH2:26]([OH:29])[C:27]#[CH:28]. The catalyst is C(N(CC)CC)C.[Cu]I. The product is [OH:29][CH2:26][C:27]#[C:28][C:2]1[CH:7]=[CH:6][C:5]([CH:8]([C:19]2[CH:24]=[CH:23][CH:22]=[CH:21][C:20]=2[CH3:25])[CH2:9][C:10]([C:12]2[CH:17]=[CH:16][N:15]=[C:14]([CH3:18])[CH:13]=2)=[O:11])=[CH:4][CH:3]=1. The yield is 0.700.